This data is from Reaction yield outcomes from USPTO patents with 853,638 reactions. The task is: Predict the reaction yield, written as a fraction of the theoretical maximum amount of product (1.0 means a 100% yield; for example, 0.34 means a 34% yield). (1) The reactants are [C:1]([C:5]1[NH:13][C:12]2[C:7](=[N:8][C:9](Cl)=[CH:10][CH:11]=2)[CH:6]=1)([CH3:4])([CH3:3])[CH3:2].[NH3:15]. The catalyst is CO. The product is [C:1]([C:5]1[NH:13][C:12]2[C:7](=[N:8][C:9]([NH2:15])=[CH:10][CH:11]=2)[CH:6]=1)([CH3:4])([CH3:3])[CH3:2]. The yield is 0.260. (2) The reactants are [Cl:1][C:2]1[CH:7]=[CH:6][C:5]([CH3:8])=[CH:4][C:3]=1[OH:9].CI.[C:12]([O-])([O-])=O.[K+].[K+]. The catalyst is CC#N. The product is [Cl:1][C:2]1[CH:7]=[CH:6][C:5]([CH3:8])=[CH:4][C:3]=1[O:9][CH3:12]. The yield is 0.890. (3) The reactants are [C:1]([O:4][CH2:5][C:6]1[O:10][N:9]=[C:8]([CH3:11])[CH:7]=1)(=[O:3])[CH3:2].CC(O)=O.[Br:16]N1C(=O)CCC1=O.OS(O)(=O)=O.C([O-])(O)=O.[Na+]. No catalyst specified. The product is [C:1]([O:4][CH2:5][C:6]1[O:10][N:9]=[C:8]([CH3:11])[C:7]=1[Br:16])(=[O:3])[CH3:2]. The yield is 0.880. (4) The reactants are [N+:1]([C:4]1[C:5]([NH:23][CH2:24][C@H:25]2[CH2:30][CH2:29][C@H:28]([N:31]3[CH2:34][CH:33](O)[CH2:32]3)[CH2:27][CH2:26]2)=[N:6][C:7]([NH:10][CH2:11][C:12]2[CH:17]=[CH:16][CH:15]=[CH:14][C:13]=2[O:18][C:19]([F:22])([F:21])[F:20])=[N:8][CH:9]=1)([O-:3])=[O:2].C(N(S(F)(F)[F:42])CC)C.C([O-])(O)=O.[Na+]. The catalyst is C(Cl)Cl. The product is [F:42][CH:33]1[CH2:34][N:31]([C@H:28]2[CH2:27][CH2:26][C@H:25]([CH2:24][NH:23][C:5]3[C:4]([N+:1]([O-:3])=[O:2])=[CH:9][N:8]=[C:7]([NH:10][CH2:11][C:12]4[CH:17]=[CH:16][CH:15]=[CH:14][C:13]=4[O:18][C:19]([F:20])([F:21])[F:22])[N:6]=3)[CH2:30][CH2:29]2)[CH2:32]1. The yield is 0.260. (5) The reactants are [F:1][C:2]1[CH:11]=[C:10]([NH:12][S:13]([C:16]2[CH:21]=[CH:20][C:19]([C:22]3[CH:23]=[N:24][C:25]([CH2:28][NH:29][CH:30]([CH3:32])[CH3:31])=[N:26][CH:27]=3)=[CH:18][CH:17]=2)(=[O:15])=[O:14])[C:9]([F:33])=[CH:8][C:3]=1[C:4]([O:6]C)=[O:5].[OH-].[Li+].Cl. The catalyst is CO. The product is [F:1][C:2]1[CH:11]=[C:10]([NH:12][S:13]([C:16]2[CH:21]=[CH:20][C:19]([C:22]3[CH:27]=[N:26][C:25]([CH2:28][NH:29][CH:30]([CH3:31])[CH3:32])=[N:24][CH:23]=3)=[CH:18][CH:17]=2)(=[O:14])=[O:15])[C:9]([F:33])=[CH:8][C:3]=1[C:4]([OH:6])=[O:5]. The yield is 0.880. (6) The reactants are [C:1]1([NH:7][CH2:8][C:9]2[CH:14]=[CH:13][C:12]([CH2:15][C:16](Cl)=[N:17][OH:18])=[CH:11][CH:10]=2)[CH:6]=[CH:5][CH:4]=[CH:3][CH:2]=1.[C:20]([C:22]1[C:23]([NH2:29])=[N:24][C:25]([NH2:28])=[CH:26][CH:27]=1)#[CH:21].C(N(CC)CC)C. The yield is 0.130. The catalyst is O1CCCC1. The product is [C:1]1([NH:7][CH2:8][C:9]2[CH:14]=[CH:13][C:12]([CH2:15][C:16]3[CH:21]=[C:20]([C:22]4[C:23]([NH2:29])=[N:24][C:25]([NH2:28])=[CH:26][CH:27]=4)[O:18][N:17]=3)=[CH:11][CH:10]=2)[CH:6]=[CH:5][CH:4]=[CH:3][CH:2]=1.